Dataset: Catalyst prediction with 721,799 reactions and 888 catalyst types from USPTO. Task: Predict which catalyst facilitates the given reaction. (1) Reactant: C([N:8]1[CH2:21][CH2:20][C:19]2[C:18]3[CH:17]=[C:16]([S:22]([C:25]4[CH:30]=[CH:29][CH:28]=[CH:27][CH:26]=4)(=[O:24])=[O:23])[CH:15]=[CH:14][C:13]=3[N:12]([CH2:31][CH3:32])[C:11]=2[CH2:10][CH2:9]1)C1C=CC=CC=1. Product: [CH2:31]([N:12]1[C:13]2[CH:14]=[CH:15][C:16]([S:22]([C:25]3[CH:30]=[CH:29][CH:28]=[CH:27][CH:26]=3)(=[O:24])=[O:23])=[CH:17][C:18]=2[C:19]2[CH2:20][CH2:21][NH:8][CH2:9][CH2:10][C:11]1=2)[CH3:32]. The catalyst class is: 19. (2) Reactant: [Br:1][C:2]1[CH:3]=[C:4]([OH:12])[CH:5]=[C:6]2[C:10]=1[C:9](=[O:11])[NH:8][CH2:7]2.N1C=CN=C1.[CH3:18][C:19]([Si:22](Cl)([CH3:24])[CH3:23])([CH3:21])[CH3:20].C([O-])(O)=O.[Na+]. Product: [Br:1][C:2]1[CH:3]=[C:4]([O:12][Si:22]([C:19]([CH3:21])([CH3:20])[CH3:18])([CH3:24])[CH3:23])[CH:5]=[C:6]2[C:10]=1[C:9](=[O:11])[NH:8][CH2:7]2. The catalyst class is: 18.